From a dataset of NCI-60 drug combinations with 297,098 pairs across 59 cell lines. Regression. Given two drug SMILES strings and cell line genomic features, predict the synergy score measuring deviation from expected non-interaction effect. (1) Drug 1: CC12CCC3C(C1CCC2=O)CC(=C)C4=CC(=O)C=CC34C. Drug 2: C1C(C(OC1N2C=C(C(=O)NC2=O)F)CO)O. Cell line: MDA-MB-435. Synergy scores: CSS=52.2, Synergy_ZIP=1.47, Synergy_Bliss=4.63, Synergy_Loewe=3.46, Synergy_HSA=5.65. (2) Drug 1: CCC1=CC2CC(C3=C(CN(C2)C1)C4=CC=CC=C4N3)(C5=C(C=C6C(=C5)C78CCN9C7C(C=CC9)(C(C(C8N6C)(C(=O)OC)O)OC(=O)C)CC)OC)C(=O)OC.C(C(C(=O)O)O)(C(=O)O)O. Drug 2: CC1=C(C(=CC=C1)Cl)NC(=O)C2=CN=C(S2)NC3=CC(=NC(=N3)C)N4CCN(CC4)CCO. Cell line: A549. Synergy scores: CSS=60.9, Synergy_ZIP=1.05, Synergy_Bliss=0.620, Synergy_Loewe=-2.55, Synergy_HSA=4.70. (3) Drug 1: C1=CC(=CC=C1C#N)C(C2=CC=C(C=C2)C#N)N3C=NC=N3. Drug 2: CC1=C2C(C(=O)C3(C(CC4C(C3C(C(C2(C)C)(CC1OC(=O)C(C(C5=CC=CC=C5)NC(=O)OC(C)(C)C)O)O)OC(=O)C6=CC=CC=C6)(CO4)OC(=O)C)O)C)O. Cell line: MDA-MB-231. Synergy scores: CSS=-6.92, Synergy_ZIP=5.69, Synergy_Bliss=7.70, Synergy_Loewe=-8.96, Synergy_HSA=-8.32. (4) Drug 1: C1=NC(=NC(=O)N1C2C(C(C(O2)CO)O)O)N. Drug 2: CC1C(C(CC(O1)OC2CC(CC3=C2C(=C4C(=C3O)C(=O)C5=CC=CC=C5C4=O)O)(C(=O)C)O)N)O. Cell line: RPMI-8226. Synergy scores: CSS=56.7, Synergy_ZIP=-14.7, Synergy_Bliss=-15.7, Synergy_Loewe=-12.0, Synergy_HSA=-10.6. (5) Drug 1: CC1OCC2C(O1)C(C(C(O2)OC3C4COC(=O)C4C(C5=CC6=C(C=C35)OCO6)C7=CC(=C(C(=C7)OC)O)OC)O)O. Drug 2: CC1=C2C(C(=O)C3(C(CC4C(C3C(C(C2(C)C)(CC1OC(=O)C(C(C5=CC=CC=C5)NC(=O)C6=CC=CC=C6)O)O)OC(=O)C7=CC=CC=C7)(CO4)OC(=O)C)O)C)OC(=O)C. Cell line: K-562. Synergy scores: CSS=45.7, Synergy_ZIP=1.73, Synergy_Bliss=1.36, Synergy_Loewe=-1.04, Synergy_HSA=0.721.